From a dataset of Catalyst prediction with 721,799 reactions and 888 catalyst types from USPTO. Predict which catalyst facilitates the given reaction. (1) Reactant: Cl.[CH3:2][O:3][C:4]([C:6]1[CH:15]=[C:14]([OH:16])[C:13]2[C:8](=[CH:9][C:10]([CH3:17])=[CH:11][CH:12]=2)[N:7]=1)=[O:5].[CH2:18]([O:25][C:26](=[O:30])[C@H:27]([CH3:29])O)[C:19]1[CH:24]=[CH:23][CH:22]=[CH:21][CH:20]=1.C1(P(C2C=CC=CC=2)C2C=CC=CC=2)C=CC=CC=1.CCOC(/N=N/C(OCC)=O)=O. Product: [CH3:2][O:3][C:4]([C:6]1[CH:15]=[C:14]([O:16][C@@H:27]([C:26]([O:25][CH2:18][C:19]2[CH:24]=[CH:23][CH:22]=[CH:21][CH:20]=2)=[O:30])[CH3:29])[C:13]2[C:8](=[CH:9][C:10]([CH3:17])=[CH:11][CH:12]=2)[N:7]=1)=[O:5]. The catalyst class is: 20. (2) Reactant: [N:1]1[CH:6]=[CH:5][C:4]([C:7]2[CH:8]=[C:9]([C:14]3[CH:19]=[CH:18][CH:17]=[CH:16][CH:15]=3)[CH:10]=[CH:11][C:12]=2[OH:13])=[CH:3][N:2]=1.[Cl:20][C:21]1[C:22](F)=[CH:23][C:24]([F:47])=[C:25]([S:27]([N:30]([CH2:36][C:37]2[CH:42]=[CH:41][C:40]([O:43][CH3:44])=[CH:39][C:38]=2[O:45][CH3:46])[C:31]2[S:32][CH:33]=[N:34][N:35]=2)(=[O:29])=[O:28])[CH:26]=1.C(=O)([O-])[O-].[K+].[K+]. The catalyst class is: 16. Product: [Cl:20][C:21]1[C:22]([O:13][C:12]2[CH:11]=[CH:10][C:9]([C:14]3[CH:19]=[CH:18][CH:17]=[CH:16][CH:15]=3)=[CH:8][C:7]=2[C:4]2[CH:5]=[CH:6][N:1]=[N:2][CH:3]=2)=[CH:23][C:24]([F:47])=[C:25]([S:27]([N:30]([CH2:36][C:37]2[CH:42]=[CH:41][C:40]([O:43][CH3:44])=[CH:39][C:38]=2[O:45][CH3:46])[C:31]2[S:32][CH:33]=[N:34][N:35]=2)(=[O:28])=[O:29])[CH:26]=1. (3) Reactant: [CH3:1][O:2][C:3]1[CH:4]=[C:5]2[C:10](=[CH:11][C:12]=1[O:13][CH3:14])[N:9]=[CH:8][N:7]=[C:6]2[O:15][C:16]1[CH:22]=[CH:21][C:19]([NH2:20])=[CH:18][CH:17]=1.ClC(Cl)(O[C:27](=[O:33])OC(Cl)(Cl)Cl)Cl.[CH:35]([NH2:39])([CH2:37][CH3:38])[CH3:36].CO. Product: [CH:35]([NH:39][C:27]([NH:20][C:19]1[CH:21]=[CH:22][C:16]([O:15][C:6]2[C:5]3[C:10](=[CH:11][C:12]([O:13][CH3:14])=[C:3]([O:2][CH3:1])[CH:4]=3)[N:9]=[CH:8][N:7]=2)=[CH:17][CH:18]=1)=[O:33])([CH2:37][CH3:38])[CH3:36]. The catalyst class is: 542. (4) The catalyst class is: 5. Reactant: [NH2:1][C:2]1[N:10]=[CH:9][N:8]=[C:7]2[C:3]=1[N:4]=[C:5](I)[N:6]2[C:11]1[CH:16]=[CH:15][C:14]([NH:17][C:18]([NH:20][C:21]2[CH:26]=[CH:25][C:24]([Cl:27])=[C:23]([C:28]([F:31])([F:30])[F:29])[CH:22]=2)=[O:19])=[CH:13][CH:12]=1.[CH3:33][O-:34].[Na+]. Product: [NH2:1][C:2]1[N:10]=[CH:9][N:8]=[C:7]2[C:3]=1[N:4]=[C:5]([O:34][CH3:33])[N:6]2[C:11]1[CH:16]=[CH:15][C:14]([NH:17][C:18]([NH:20][C:21]2[CH:26]=[CH:25][C:24]([Cl:27])=[C:23]([C:28]([F:31])([F:30])[F:29])[CH:22]=2)=[O:19])=[CH:13][CH:12]=1. (5) The catalyst class is: 177. Product: [F:1][C:2]1[CH:3]=[C:4]([C:8]([C:10]2[C:19]([N+:20]([O-:22])=[O:21])=[C:18]3[C:13]([CH:14]=[CH:15][CH:16]=[N:17]3)=[CH:12][CH:11]=2)=[O:9])[CH:5]=[CH:6][CH:7]=1. Reactant: [F:1][C:2]1[CH:3]=[C:4]([CH:8]([C:10]2[C:19]([N+:20]([O-:22])=[O:21])=[C:18]3[C:13]([CH:14]=[CH:15][CH:16]=[N:17]3)=[CH:12][CH:11]=2)[OH:9])[CH:5]=[CH:6][CH:7]=1. (6) The catalyst class is: 106. Reactant: C([O:5][C:6](=[O:20])[NH:7][CH:8]([C:10](=[O:19])[NH:11][C:12]1[CH:17]=[CH:16][CH:15]=[CH:14][C:13]=1[CH3:18])[CH3:9])(C)(C)C. Product: [CH:6]([OH:20])=[O:5].[NH2:7][CH:8]([CH3:9])[C:10]([NH:11][C:12]1[CH:17]=[CH:16][CH:15]=[CH:14][C:13]=1[CH3:18])=[O:19].